From a dataset of Forward reaction prediction with 1.9M reactions from USPTO patents (1976-2016). Predict the product of the given reaction. (1) Given the reactants [CH3:1][C:2]1[CH:7]=[CH:6][C:5]([CH3:8])=[CH:4][C:3]=1[CH2:9][C:10]([OH:12])=O.C(N(C(C)C)CC)(C)C.[CH3:22][O:23][C:24]1[CH:25]=[CH:26][CH:27]=[C:28]2[C:33]=1[CH2:32][CH:31]([NH:34][CH2:35][CH2:36][CH3:37])[CH2:30][CH2:29]2, predict the reaction product. The product is: [CH3:22][O:23][C:24]1[CH:25]=[CH:26][CH:27]=[C:28]2[C:33]=1[CH2:32][CH:31]([N:34]([CH2:35][CH2:36][CH3:37])[C:10](=[O:12])[CH2:9][C:3]1[CH:4]=[C:5]([CH3:8])[CH:6]=[CH:7][C:2]=1[CH3:1])[CH2:30][CH2:29]2. (2) Given the reactants [OH:1][C:2]1[C:10]([CH:11]=[O:12])=[C:9]2[C:5]([CH:6]=[N:7][NH:8]2)=[CH:4][CH:3]=1.Cl[CH2:14][C:15]1[CH2:20][CH2:19][O:18][CH2:17][C:16]=1[C:21]1[N:25]([CH:26]([CH3:28])[CH3:27])[N:24]=[CH:23][CH:22]=1.C(=O)([O-])[O-].[K+].[K+], predict the reaction product. The product is: [CH:26]([N:25]1[C:21]([C:16]2[CH2:17][O:18][CH2:19][CH2:20][C:15]=2[CH2:14][O:1][C:2]2[C:10]([CH:11]=[O:12])=[C:9]3[C:5]([CH:6]=[N:7][NH:8]3)=[CH:4][CH:3]=2)=[CH:22][CH:23]=[N:24]1)([CH3:28])[CH3:27]. (3) Given the reactants [Cl:1][C:2]1[C:3]([CH3:15])=[C:4]([CH2:13][OH:14])[C:5]2[O:9][C:8]([CH2:10][CH3:11])=[CH:7][C:6]=2[CH:12]=1.O[C:17]1[CH:22]=[CH:21][C:20]([CH2:23][CH2:24][C:25]([O:27][CH2:28][CH3:29])=[O:26])=[C:19]([CH3:30])[C:18]=1[CH3:31].C1CCN(C(N=NC(N2CCCCC2)=O)=O)CC1.P(CCCC)(CCCC)CCCC, predict the reaction product. The product is: [Cl:1][C:2]1[C:3]([CH3:15])=[C:4]([CH2:13][O:14][C:17]2[CH:22]=[CH:21][C:20]([CH2:23][CH2:24][C:25]([O:27][CH2:28][CH3:29])=[O:26])=[C:19]([CH3:30])[C:18]=2[CH3:31])[C:5]2[O:9][C:8]([CH2:10][CH3:11])=[CH:7][C:6]=2[CH:12]=1.